This data is from Peptide-MHC class II binding affinity with 134,281 pairs from IEDB. The task is: Regression. Given a peptide amino acid sequence and an MHC pseudo amino acid sequence, predict their binding affinity value. This is MHC class II binding data. (1) The peptide sequence is KDKWIELKESWGAIW. The binding affinity (normalized) is 0.335. The MHC is DRB1_1101 with pseudo-sequence DRB1_1101. (2) The peptide sequence is GEDQIVDKIDAAFKI. The MHC is DRB1_0401 with pseudo-sequence DRB1_0401. The binding affinity (normalized) is 0.312. (3) The peptide sequence is QRPFQYILLVLGIAL. The MHC is DRB1_0405 with pseudo-sequence DRB1_0405. The binding affinity (normalized) is 0.0748. (4) The peptide sequence is GWYRSPFSRVVHLA. The MHC is H-2-IAb with pseudo-sequence H-2-IAb. The binding affinity (normalized) is 0.504. (5) The peptide sequence is RTVTPIRMQGGCGSY. The MHC is HLA-DPA10103-DPB10401 with pseudo-sequence HLA-DPA10103-DPB10401. The binding affinity (normalized) is 0.168. (6) The peptide sequence is KTMVKKWRDVPYLTK. The MHC is DRB3_0301 with pseudo-sequence DRB3_0301. The binding affinity (normalized) is 0.354. (7) The peptide sequence is ILPNTLVLDFCDDAL. The MHC is HLA-DQA10501-DQB10301 with pseudo-sequence HLA-DQA10501-DQB10301. The binding affinity (normalized) is 0.0656.